From a dataset of Forward reaction prediction with 1.9M reactions from USPTO patents (1976-2016). Predict the product of the given reaction. (1) Given the reactants [H-].[Na+].[NH:3]1[C:11]2[C:6](=[CH:7][CH:8]=[CH:9][CH:10]=2)[C:5](=[O:12])[C:4]1=[O:13].Br[CH2:15][C:16]1[CH:21]=[CH:20][CH:19]=[CH:18][C:17]=1[Cl:22], predict the reaction product. The product is: [Cl:22][C:17]1[CH:18]=[CH:19][CH:20]=[CH:21][C:16]=1[CH2:15][N:3]1[C:11]2[C:6](=[CH:7][CH:8]=[CH:9][CH:10]=2)[C:5](=[O:12])[C:4]1=[O:13]. (2) Given the reactants [F:1][C:2]1[CH:3]=[C:4]([C@@:15]([C:24]2[CH:29]=[CH:28][C:27]([F:30])=[CH:26][CH:25]=2)([NH2:23])[CH2:16][C:17]2[CH:22]=[CH:21][CH:20]=[CH:19][CH:18]=2)[CH:5]=[C:6]([O:8][C:9]([F:14])([F:13])[CH:10]([F:12])[F:11])[CH:7]=1.O.C([O-])([O-])=O.[K+].[K+].Cl[C:39]([O:41][C:42]([CH3:44])=[CH2:43])=[O:40], predict the reaction product. The product is: [F:1][C:2]1[CH:3]=[C:4]([C@:15]([NH:23][C:39](=[O:40])[O:41][C:42]([CH3:44])=[CH2:43])([C:24]2[CH:29]=[CH:28][C:27]([F:30])=[CH:26][CH:25]=2)[CH2:16][C:17]2[CH:22]=[CH:21][CH:20]=[CH:19][CH:18]=2)[CH:5]=[C:6]([O:8][C:9]([F:14])([F:13])[CH:10]([F:12])[F:11])[CH:7]=1. (3) Given the reactants [CH3:1][O:2][C:3](=[O:18])[C@H:4]([CH2:11][C:12]1[CH:17]=[CH:16][CH:15]=[CH:14][CH:13]=1)[NH:5][C:6](=[O:10])[C@H:7]([CH3:9])[NH2:8].C(N[C@H](C(O)=O)C)(OC(C)(C)C)=O.C[O:33][C:34](=O)[C@H:35]([CH2:37][C:38]1C=CC=C[CH:39]=1)N, predict the reaction product. The product is: [CH3:1][O:2][C:3](=[O:18])[C@H:4]([CH2:11][C:12]1[CH:17]=[CH:16][CH:15]=[CH:14][CH:13]=1)[NH:5][C:6](=[O:10])[C@H:7]([CH3:9])[NH:8][C:34](=[O:33])[CH2:35][CH2:37][CH:38]=[CH2:39]. (4) Given the reactants COC(=O)[C:4]1[CH:9]=[C:8]([OH:10])[CH:7]=[N:6][CH:5]=1.Br[C:13]1[CH:17]=[CH:16][O:15][N:14]=1.[NH2:18][NH2:19].[CH2:20]([O:22]C(OCC)OCC)[CH3:21], predict the reaction product. The product is: [N:6]1[CH:5]=[CH:4][CH:9]=[C:8]([O:10][C:13]2[CH2:17][CH2:16][O:15][N:14]=2)[CH:7]=1.[O:22]1[CH:20]=[CH:21][N:19]=[N:18]1.